From a dataset of Forward reaction prediction with 1.9M reactions from USPTO patents (1976-2016). Predict the product of the given reaction. (1) Given the reactants [Cl:1][C:2]1[C:7]([C:8]([OH:10])=[O:9])=[CH:6][CH:5]=[C:4](Cl)[N:3]=1.C[C:13](C)([O-:15])C.[K+], predict the reaction product. The product is: [Cl:1][C:2]1[C:7]([C:8]([OH:10])=[O:9])=[CH:6][CH:5]=[C:4]([O:15][CH3:13])[N:3]=1. (2) Given the reactants [Cl:1][C:2]1[CH:8]=[CH:7][C:5]([NH2:6])=[CH:4][C:3]=1[N+:9]([O-:11])=[O:10].C(N(CC)CC)C.Cl[C:20]([O:22][CH2:23][C:24]1[CH:29]=[CH:28][CH:27]=[CH:26][CH:25]=1)=[O:21], predict the reaction product. The product is: [CH2:23]([O:22][C:20]([NH:6][C:5]1[CH:7]=[CH:8][C:2]([Cl:1])=[C:3]([N+:9]([O-:11])=[O:10])[CH:4]=1)=[O:21])[C:24]1[CH:29]=[CH:28][CH:27]=[CH:26][CH:25]=1. (3) Given the reactants C([O:3][C:4](=[O:33])[CH2:5][O:6][C:7]1[CH:12]=[CH:11][C:10]([S:13][C:14]2[CH:19]=[CH:18][C:17]([CH2:20][O:21][C:22]3[CH:27]=[CH:26][C:25]([C:28]([F:31])([F:30])[F:29])=[CH:24][CH:23]=3)=[CH:16][CH:15]=2)=[CH:9][C:8]=1[CH3:32])C.C1COCC1.CO.[OH-].[Na+], predict the reaction product. The product is: [F:30][C:28]([F:29])([F:31])[C:25]1[CH:26]=[CH:27][C:22]([O:21][CH2:20][C:17]2[CH:18]=[CH:19][C:14]([S:13][C:10]3[CH:11]=[CH:12][C:7]([O:6][CH2:5][C:4]([OH:33])=[O:3])=[C:8]([CH3:32])[CH:9]=3)=[CH:15][CH:16]=2)=[CH:23][CH:24]=1. (4) The product is: [C:8]([O:12][C:13]([N:15]1[C@@H:20]([C@@H:21]([OH:33])[C@@H:22]([NH:32][C:1](=[O:3])[CH3:2])[CH2:23][C:24]2[CH:25]=[C:26]([F:31])[CH:27]=[C:28]([F:30])[CH:29]=2)[CH2:19][O:18][C@@H:17]([O:34][CH2:35][C:36]([CH3:39])([CH3:38])[CH3:37])[C@@H:16]1[CH3:40])=[O:14])([CH3:10])([CH3:9])[CH3:11]. Given the reactants [C:1](OC(=O)C)(=[O:3])[CH3:2].[C:8]([O:12][C:13]([N:15]1[C@@H:20]([C@H:21]([OH:33])[C@@H:22]([NH2:32])[CH2:23][C:24]2[CH:29]=[C:28]([F:30])[CH:27]=[C:26]([F:31])[CH:25]=2)[CH2:19][O:18][C@@H:17]([O:34][CH2:35][C:36]([CH3:39])([CH3:38])[CH3:37])[C@@H:16]1[CH3:40])=[O:14])([CH3:11])([CH3:10])[CH3:9].C(N(CC)CC)C, predict the reaction product. (5) Given the reactants [CH3:1][C:2]([CH3:28])=[CH:3][CH2:4][CH2:5]/[C:6](/[CH3:27])=[CH:7]/[CH2:8][CH2:9]/[C:10](/[CH3:26])=[CH:11]/[CH2:12][CH2:13][C:14]1([CH3:25])[O:19][C:18]2[CH:20]=[CH:21][C:22]([OH:24])=[CH:23][C:17]=2[CH2:16][CH2:15]1.[CH3:29]CCCCC.C(OC(=O)C)C, predict the reaction product. The product is: [CH3:29][C:20]1[C:18]2[O:19][C@@:14]([CH2:13][CH2:12]/[CH:11]=[C:10](/[CH2:9][CH2:8]/[CH:7]=[C:6](/[CH2:5][CH2:4][CH:3]=[C:2]([CH3:28])[CH3:1])\[CH3:27])\[CH3:26])([CH3:25])[CH2:15][CH2:16][C:17]=2[CH:23]=[C:22]([OH:24])[CH:21]=1.